From a dataset of Reaction yield outcomes from USPTO patents with 853,638 reactions. Predict the reaction yield, written as a fraction of the theoretical maximum amount of product (1.0 means a 100% yield; for example, 0.34 means a 34% yield). (1) The reactants are [Br:1][C:2]1[C:15]2[C:16]3=[C:17]4[C:12](=[CH:13][CH:14]=2)[CH:11]=[CH:10][C:9](Br)=[C:8]4[CH:7]=[CH:6][C:5]3=[CH:4][CH:3]=1.[C:19]1(B(O)O)[CH:24]=[CH:23][CH:22]=[CH:21][CH:20]=1.C(=O)([O-])[O-].[Na+].[Na+]. The catalyst is C1C=CC([P]([Pd]([P](C2C=CC=CC=2)(C2C=CC=CC=2)C2C=CC=CC=2)([P](C2C=CC=CC=2)(C2C=CC=CC=2)C2C=CC=CC=2)[P](C2C=CC=CC=2)(C2C=CC=CC=2)C2C=CC=CC=2)(C2C=CC=CC=2)C2C=CC=CC=2)=CC=1.C1(C)C=CC=CC=1. The product is [C:19]1([C:9]2[C:8]3[C:17]4=[C:16]5[C:5](=[CH:6][CH:7]=3)[CH:4]=[CH:3][C:2]([Br:1])=[C:15]5[CH:14]=[CH:13][C:12]4=[CH:11][CH:10]=2)[CH:24]=[CH:23][CH:22]=[CH:21][CH:20]=1. The yield is 0.646. (2) The catalyst is C(OCC)(=O)C.CCCCCC. The yield is 0.750. The reactants are O[CH:2]1[C:6]2[CH:7]=[C:8]([NH:13][C:14](=[O:20])[CH2:15][C:16]([CH3:19])([CH3:18])[CH3:17])[C:9]([CH3:12])=[C:10]([CH3:11])[C:5]=2[O:4][C:3]1([CH3:22])[CH3:21].[CH3:23][O:24][C:25]1[CH:30]=[CH:29][CH:28]=[CH:27][C:26]=1[NH2:31]. The product is [CH3:23][O:24][C:25]1[CH:30]=[CH:29][CH:28]=[CH:27][C:26]=1[NH:31][CH:2]1[C:6]2[CH:7]=[C:8]([NH:13][C:14](=[O:20])[CH2:15][C:16]([CH3:17])([CH3:19])[CH3:18])[C:9]([CH3:12])=[C:10]([CH3:11])[C:5]=2[O:4][C:3]1([CH3:21])[CH3:22]. (3) The reactants are [C:1]([O:5][C:6]([NH:8][C@@H:9]([CH2:13][C:14]1[CH:19]=[CH:18][C:17]([N+:20]([O-:22])=[O:21])=[CH:16][CH:15]=1)[C:10]([OH:12])=O)=[O:7])([CH3:4])([CH3:3])[CH3:2].C(N(CC)CC)C.ClC(OCC(C)C)=O.[N+:38](=[CH2:40])=[N-:39]. The catalyst is C1COCC1.CCOCC. The product is [C:1]([O:5][C:6](=[O:7])[NH:8][C@@H:9]([CH2:13][C:14]1[CH:19]=[CH:18][C:17]([N+:20]([O-:22])=[O:21])=[CH:16][CH:15]=1)[C:10](=[O:12])[CH:40]=[N+:38]=[N-:39])([CH3:2])([CH3:3])[CH3:4]. The yield is 0.820. (4) The reactants are Br[C:2]1[CH:3]=[CH:4][C:5]([F:29])=[C:6]([C@:8]2([CH2:27][F:28])[CH2:13][C@@H:12]([C:14]([F:17])([F:16])[F:15])[O:11][C:10]([NH:18][C:19](=[O:26])[C:20]3[CH:25]=[CH:24][CH:23]=[CH:22][CH:21]=3)=[N:9]2)[CH:7]=1.CC1(C)C2C(=C(P(C3C=CC=CC=3)C3C=CC=CC=3)C=CC=2)[O:51][C:33]2C(P(C3C=CC=CC=3)C3C=CC=CC=3)=CC=CC1=2.C(=O)([O-])[O-].[Na+].[Na+].[CH3:78][O:79][CH2:80][C@@H:81]([NH2:83])[CH3:82]. The catalyst is C1(C)C=CC=CC=1.C([O-])(=O)C.[Pd+2].C([O-])(=O)C. The product is [C:19]([NH:18][C:10]1[O:11][C@H:12]([C:14]([F:16])([F:17])[F:15])[CH2:13][C@:8]([C:6]2[CH:7]=[C:2]([CH:3]=[CH:4][C:5]=2[F:29])[C:33]([NH:83][C@@H:81]([CH3:82])[CH2:80][O:79][CH3:78])=[O:51])([CH2:27][F:28])[N:9]=1)(=[O:26])[C:20]1[CH:21]=[CH:22][CH:23]=[CH:24][CH:25]=1. The yield is 0.222. (5) The reactants are [NH2:1][C:2]1[N:7]=[C:6]([C:8]([C:10]2[C:15]([N:16](COC)[S:17]([C:20]3[CH:25]=[CH:24][C:23]([C:26]([CH3:29])([CH3:28])[CH3:27])=[CH:22][CH:21]=3)(=[O:19])=[O:18])=[CH:14][C:13]([Cl:33])=[CH:12][N:11]=2)=[O:9])[CH:5]=[CH:4][CH:3]=1.O. The catalyst is Cl.O1CCOCC1. The product is [NH2:1][C:2]1[N:7]=[C:6]([C:8]([C:10]2[C:15]([NH:16][S:17]([C:20]3[CH:21]=[CH:22][C:23]([C:26]([CH3:28])([CH3:27])[CH3:29])=[CH:24][CH:25]=3)(=[O:18])=[O:19])=[CH:14][C:13]([Cl:33])=[CH:12][N:11]=2)=[O:9])[CH:5]=[CH:4][CH:3]=1. The yield is 0.640. (6) The reactants are [C:1]([O:5][C:6](=[O:15])[CH2:7]/[N:8]=[CH:9]/[CH2:10][C:11]([CH3:14])([CH3:13])[CH3:12])([CH3:4])([CH3:3])[CH3:2].[C:16]([Si:20]([CH3:45])([CH3:44])[O:21][CH2:22][CH2:23][O:24][C:25]1[CH:30]=[CH:29][C:28]([Cl:31])=[CH:27][C:26]=1/[CH:32]=[C:33](/[C:36]1[CH:41]=[CH:40][C:39]([Cl:42])=[CH:38][C:37]=1[F:43])\[C:34]#[N:35])([CH3:19])([CH3:18])[CH3:17].C(N(CC)CC)C. The catalyst is ClCCl. The product is [C:1]([O:5][C:6]([CH:7]1[CH:32]([C:26]2[CH:27]=[C:28]([Cl:31])[CH:29]=[CH:30][C:25]=2[O:24][CH2:23][CH2:22][O:21][Si:20]([C:16]([CH3:19])([CH3:18])[CH3:17])([CH3:45])[CH3:44])[C:33]([C:36]2[CH:41]=[CH:40][C:39]([Cl:42])=[CH:38][C:37]=2[F:43])([C:34]#[N:35])[CH:9]([CH2:10][C:11]([CH3:14])([CH3:13])[CH3:12])[NH:8]1)=[O:15])([CH3:4])([CH3:3])[CH3:2]. The yield is 0.180. (7) The reactants are [O:1]1[CH:5]=[CH:4][CH:3]=[C:2]1[C:6]1[N:10]([C:11]2[CH:16]=[CH:15][C:14]([O:17][CH3:18])=[CH:13][CH:12]=2)[N:9]=[C:8]([C:19]([NH2:21])=O)[CH:7]=1.N1C=CC=CC=1.O1CCOCC1.FC(F)(F)C(OC(=O)C(F)(F)F)=O. The catalyst is C(OCC)(=O)C.O. The product is [O:1]1[CH:5]=[CH:4][CH:3]=[C:2]1[C:6]1[N:10]([C:11]2[CH:16]=[CH:15][C:14]([O:17][CH3:18])=[CH:13][CH:12]=2)[N:9]=[C:8]([C:19]#[N:21])[CH:7]=1. The yield is 0.740. (8) The yield is 0.630. The product is [Br:19][CH2:20][C:21]([NH:1][C:2]1[CH:3]=[CH:4][CH:5]=[C:6]2[C:11]=1[N:10]=[CH:9][CH:8]=[CH:7]2)=[O:22]. The reactants are [NH2:1][C:2]1[CH:3]=[CH:4][CH:5]=[C:6]2[C:11]=1[N:10]=[CH:9][CH:8]=[CH:7]2.C(N(CC)CC)C.[Br:19][CH2:20][C:21](Br)=[O:22]. The catalyst is ClCCl.